Dataset: Forward reaction prediction with 1.9M reactions from USPTO patents (1976-2016). Task: Predict the product of the given reaction. Given the reactants [OH:1][CH:2]([C:4]1[N:5]([C:21]2[CH:26]=[CH:25][CH:24]=[C:23]([C:27]3[C:36]4[C:31](=[CH:32][CH:33]=[CH:34][CH:35]=4)[CH:30]=[N:29][CH:28]=3)[CH:22]=2)[CH:6]=[C:7]([O:11]CC2C=CC(OC)=CC=2)[C:8](=[O:10])[CH:9]=1)[CH3:3].FC(F)(F)C(O)=O, predict the reaction product. The product is: [OH:11][C:7]1[C:8](=[O:10])[CH:9]=[C:4]([CH:2]([OH:1])[CH3:3])[N:5]([C:21]2[CH:26]=[CH:25][CH:24]=[C:23]([C:27]3[C:36]4[C:31](=[CH:32][CH:33]=[CH:34][CH:35]=4)[CH:30]=[N:29][CH:28]=3)[CH:22]=2)[CH:6]=1.